From a dataset of NCI-60 drug combinations with 297,098 pairs across 59 cell lines. Regression. Given two drug SMILES strings and cell line genomic features, predict the synergy score measuring deviation from expected non-interaction effect. (1) Drug 1: CC1=C(C=C(C=C1)NC2=NC=CC(=N2)N(C)C3=CC4=NN(C(=C4C=C3)C)C)S(=O)(=O)N.Cl. Drug 2: CC1=C(C(=CC=C1)Cl)NC(=O)C2=CN=C(S2)NC3=CC(=NC(=N3)C)N4CCN(CC4)CCO. Cell line: UACC62. Synergy scores: CSS=12.5, Synergy_ZIP=-0.0114, Synergy_Bliss=5.31, Synergy_Loewe=1.42, Synergy_HSA=5.55. (2) Drug 1: CC(C1=C(C=CC(=C1Cl)F)Cl)OC2=C(N=CC(=C2)C3=CN(N=C3)C4CCNCC4)N. Drug 2: CN(C)C1=NC(=NC(=N1)N(C)C)N(C)C. Cell line: SK-MEL-28. Synergy scores: CSS=-6.32, Synergy_ZIP=2.91, Synergy_Bliss=-0.0715, Synergy_Loewe=-7.82, Synergy_HSA=-6.26. (3) Synergy scores: CSS=16.9, Synergy_ZIP=-0.0614, Synergy_Bliss=6.77, Synergy_Loewe=4.21, Synergy_HSA=4.90. Cell line: MDA-MB-231. Drug 2: CC(CN1CC(=O)NC(=O)C1)N2CC(=O)NC(=O)C2. Drug 1: CCCS(=O)(=O)NC1=C(C(=C(C=C1)F)C(=O)C2=CNC3=C2C=C(C=N3)C4=CC=C(C=C4)Cl)F. (4) Drug 1: CC1=C(C=C(C=C1)NC2=NC=CC(=N2)N(C)C3=CC4=NN(C(=C4C=C3)C)C)S(=O)(=O)N.Cl. Drug 2: CC=C1C(=O)NC(C(=O)OC2CC(=O)NC(C(=O)NC(CSSCCC=C2)C(=O)N1)C(C)C)C(C)C. Cell line: NCI-H322M. Synergy scores: CSS=40.1, Synergy_ZIP=1.43, Synergy_Bliss=2.28, Synergy_Loewe=-38.0, Synergy_HSA=0.867. (5) Drug 1: C1=C(C(=O)NC(=O)N1)N(CCCl)CCCl. Drug 2: CCC1=C2CN3C(=CC4=C(C3=O)COC(=O)C4(CC)O)C2=NC5=C1C=C(C=C5)O. Cell line: TK-10. Synergy scores: CSS=16.8, Synergy_ZIP=-9.13, Synergy_Bliss=-1.26, Synergy_Loewe=-7.17, Synergy_HSA=0.359. (6) Synergy scores: CSS=35.2, Synergy_ZIP=1.33, Synergy_Bliss=2.00, Synergy_Loewe=-11.9, Synergy_HSA=3.62. Cell line: UACC62. Drug 1: CC1C(C(CC(O1)OC2CC(CC3=C2C(=C4C(=C3O)C(=O)C5=C(C4=O)C(=CC=C5)OC)O)(C(=O)CO)O)N)O.Cl. Drug 2: CC1=C(C(=O)C2=C(C1=O)N3CC4C(C3(C2COC(=O)N)OC)N4)N.